Dataset: Forward reaction prediction with 1.9M reactions from USPTO patents (1976-2016). Task: Predict the product of the given reaction. (1) Given the reactants [Cl:1][C:2]1[CH:3]=[C:4]2[CH:12]([OH:13])[C:11]3[CH:14]=[C:15]([CH:18]([F:20])[CH3:19])[N:16]=[CH:17][C:10]=3[CH:9]=[CH:8][C:5]2=[N:6][CH:7]=1, predict the reaction product. The product is: [Cl:1][C:2]1[CH:3]=[C:4]2[C:12](=[O:13])[C:11]3[CH:14]=[C:15]([CH:18]([F:20])[CH3:19])[N:16]=[CH:17][C:10]=3[CH:9]=[CH:8][C:5]2=[N:6][CH:7]=1. (2) Given the reactants [CH2:1]([NH:3][Si:4]([NH:11][CH2:12][CH3:13])([NH:8][CH2:9][CH3:10])[NH:5][CH2:6][CH3:7])[CH3:2].[C:14]1(C)C=CC=C[CH:15]=1, predict the reaction product. The product is: [CH2:9]([NH:8][Si:4]([NH:5][CH2:6][CH3:7])([NH:11][CH2:12][CH3:13])[N:3]([CH2:14][CH3:15])[CH2:1][CH3:2])[CH3:10]. (3) The product is: [C:38]([N:28]1[CH2:27][CH2:26][N:25]([CH2:24][CH2:23][N:20]2[C:9]3[N:10]=[C:11]([C:13]4[CH:14]=[C:15]([OH:19])[CH:16]=[CH:17][CH:18]=4)[N:12]=[C:7]([N:1]4[CH2:2][CH2:3][O:4][CH2:5][CH2:6]4)[C:8]=3[N:22]=[N:21]2)[CH2:30][CH2:29]1)(=[O:40])[CH3:39]. Given the reactants [N:1]1([C:7]2[C:8]3[N:22]=[N:21][N:20]([CH2:23][CH2:24][N:25]4[CH2:30][CH2:29][NH:28][CH2:27][CH2:26]4)[C:9]=3[N:10]=[C:11]([C:13]3[CH:14]=[C:15]([OH:19])[CH:16]=[CH:17][CH:18]=3)[N:12]=2)[CH2:6][CH2:5][O:4][CH2:3][CH2:2]1.CCN(CC)CC.[C:38](Cl)(=[O:40])[CH3:39], predict the reaction product. (4) Given the reactants [Br:1][C:2]1[CH:10]=[C:9]2[C:5]([C:6]3([CH:16]([C:17]([CH3:19])=[CH2:18])[CH2:15][C:14](=O)[CH2:13][CH:12]3[C:21]3[CH:26]=[CH:25][CH:24]=[C:23]([Cl:27])[CH:22]=3)[C:7](=[O:11])[NH:8]2)=[CH:4][CH:3]=1.[OH-:28].[NH4+:29].Cl, predict the reaction product. The product is: [Br:1][C:2]1[CH:10]=[C:9]2[C:5]([C@@:6]3([C@H:16]([C:17]([CH3:19])=[CH2:18])[CH2:15]/[C:14](=[N:29]/[OH:28])/[CH2:13][C@H:12]3[C:21]3[CH:26]=[CH:25][CH:24]=[C:23]([Cl:27])[CH:22]=3)[C:7](=[O:11])[NH:8]2)=[CH:4][CH:3]=1.